This data is from TCR-epitope binding with 47,182 pairs between 192 epitopes and 23,139 TCRs. The task is: Binary Classification. Given a T-cell receptor sequence (or CDR3 region) and an epitope sequence, predict whether binding occurs between them. (1) The epitope is TEILPVSMTK. The TCR CDR3 sequence is CASSATGEWQPQHF. Result: 0 (the TCR does not bind to the epitope). (2) Result: 0 (the TCR does not bind to the epitope). The epitope is TSDLATNNLVVMAY. The TCR CDR3 sequence is CSADGGDIWSDEQFF. (3) The TCR CDR3 sequence is CASSLKGDGEQYF. The epitope is IVTDFSVIK. Result: 1 (the TCR binds to the epitope). (4) The epitope is FLNGSCGSV. The TCR CDR3 sequence is CASSLIPDTQYF. Result: 1 (the TCR binds to the epitope). (5) The epitope is FLNGSCGSV. The TCR CDR3 sequence is CSVERDTGYEQYF. Result: 1 (the TCR binds to the epitope). (6) The epitope is YLDAYNMMI. The TCR CDR3 sequence is CASSHKTEQETQYF. Result: 1 (the TCR binds to the epitope).